From a dataset of Peptide-MHC class I binding affinity with 185,985 pairs from IEDB/IMGT. Regression. Given a peptide amino acid sequence and an MHC pseudo amino acid sequence, predict their binding affinity value. This is MHC class I binding data. (1) The MHC is HLA-A02:06 with pseudo-sequence HLA-A02:06. The peptide sequence is HLRASTTENA. The binding affinity (normalized) is 0. (2) The peptide sequence is NIDATSTGNY. The MHC is HLA-A23:01 with pseudo-sequence HLA-A23:01. The binding affinity (normalized) is 0. (3) The peptide sequence is GTEMFRHGY. The MHC is HLA-B58:01 with pseudo-sequence HLA-B58:01. The binding affinity (normalized) is 0.0847. (4) The peptide sequence is FPRGQGVPI. The MHC is HLA-B35:01 with pseudo-sequence HLA-B35:01. The binding affinity (normalized) is 0.166.